From a dataset of Catalyst prediction with 721,799 reactions and 888 catalyst types from USPTO. Predict which catalyst facilitates the given reaction. (1) The catalyst class is: 15. Product: [CH3:41][O:40][C:24]([C:26]1[N:27]=[CH:28][C:29]2[C:34]([CH:35]=1)=[CH:33][CH:32]=[C:31]([Cl:4])[C:30]=2[O:36][CH3:37])=[O:25]. Reactant: S(Cl)([Cl:4])(=O)=O.N1C=CN=C1NC(C1C2N=C(N[C:24]([C:26]3[N:27]=[CH:28][C:29]4[C:34]([CH:35]=3)=[CH:33][CH:32]=[CH:31][C:30]=4[O:36][CH3:37])=[O:25])NC=2C=CC=1)=O.CC[O:40][CH2:41]C. (2) Reactant: Cl.CN(C)C[C:5]([OH:7])=[O:6].C(=O)([O-])[O-].[Cs+].[Cs+].[Cl:15][C:16]1[CH:21]=[CH:20][C:19](I)=[CH:18][CH:17]=1.CO[C:25]1[CH:30]=[CH:29][C:28](O)=[CH:27][CH:26]=1. Product: [Cl:15][C:16]1[CH:21]=[CH:20][C:19]([O:6][CH2:5][O:7][C:25]2[CH:30]=[CH:29][CH:28]=[CH:27][CH:26]=2)=[CH:18][CH:17]=1. The catalyst class is: 12. (3) Reactant: Cl.[CH2:2]([O:4][C:5](=[O:18])[C@H:6]([CH2:8][C:9]1[CH:14]=[CH:13][C:12]([N+:15]([O-:17])=[O:16])=[CH:11][CH:10]=1)[NH2:7])[CH3:3].[C:19](=[O:22])([O-])[O-].[K+].[K+].[OH2:25]. Product: [CH2:2]([O:4][C:5](=[O:18])[C@@H:6]([NH:7][C:8]1[C:9]2([CH2:14][CH2:13][O:25][CH2:11][CH2:10]2)[C:19](=[O:22])[CH:6]=1)[CH2:8][C:9]1[CH:14]=[CH:13][C:12]([N+:15]([O-:17])=[O:16])=[CH:11][CH:10]=1)[CH3:3]. The catalyst class is: 4. (4) Reactant: Cl[C:2]1[C:11]2[C:6](=[CH:7][CH:8]=[C:9]([O:12][CH3:13])[CH:10]=2)[C:5]([N+:14]([O-:16])=[O:15])=[C:4]([C:17]2[CH:22]=[CH:21][C:20]([O:23][CH3:24])=[CH:19][CH:18]=2)[N:3]=1.[NH3:25]. Product: [NH2:25][C:2]1[C:11]2[C:6](=[CH:7][CH:8]=[C:9]([O:12][CH3:13])[CH:10]=2)[C:5]([N+:14]([O-:16])=[O:15])=[C:4]([C:17]2[CH:22]=[CH:21][C:20]([O:23][CH3:24])=[CH:19][CH:18]=2)[N:3]=1. The catalyst class is: 8. (5) Reactant: [CH2:1]([O:3][C:4](=[O:41])[CH2:5][CH:6]1[CH2:11][CH2:10][CH2:9][CH2:8][N:7]1[C:12]1[CH:17]=[C:16]([N:18](C(OC(C)(C)C)=O)[CH2:19][CH2:20][C:21]2[CH:26]=[CH:25][C:24]([O:27][C:28]([F:31])([F:30])[F:29])=[CH:23][CH:22]=2)[N:15]=[C:14]([O:39][CH3:40])[N:13]=1)[CH3:2].[ClH:42]. Product: [ClH:42].[CH2:1]([O:3][C:4](=[O:41])[CH2:5][CH:6]1[CH2:11][CH2:10][CH2:9][CH2:8][N:7]1[C:12]1[CH:17]=[C:16]([NH:18][CH2:19][CH2:20][C:21]2[CH:22]=[CH:23][C:24]([O:27][C:28]([F:30])([F:31])[F:29])=[CH:25][CH:26]=2)[N:15]=[C:14]([O:39][CH3:40])[N:13]=1)[CH3:2]. The catalyst class is: 12.